The task is: Predict the product of the given reaction.. This data is from Forward reaction prediction with 1.9M reactions from USPTO patents (1976-2016). (1) Given the reactants C1C=C(Cl)C=C(C(OO)=[O:9])C=1.[CH3:12][Si:13]([CH3:24])([CH3:23])[C:14]1[O:22][C:21]2[C:16](=[N:17][CH:18]=[CH:19][CH:20]=2)[CH:15]=1, predict the reaction product. The product is: [CH3:12][Si:13]([CH3:24])([CH3:23])[C:14]1[O:22][C:21]2[C:16](=[N+:17]([O-:9])[CH:18]=[CH:19][CH:20]=2)[CH:15]=1. (2) Given the reactants COC1C=CC(OC)=CC=1C(=O)CN1C(C(OCC)=O)=CC(C2C=NC=CC=2)=N1.[CH3:30][Si:31]([CH3:43])([CH3:42])[C:32]1[CH:36]=[C:35]([C:37]([O:39][CH2:40][CH3:41])=[O:38])[NH:34][N:33]=1.Br[CH2:45][C:46]([C:48]1[CH:49]=[N:50][CH:51]=[CH:52][CH:53]=1)=[O:47].Br, predict the reaction product. The product is: [O:47]=[C:46]([C:48]1[CH:49]=[N:50][CH:51]=[CH:52][CH:53]=1)[CH2:45][N:33]1[C:32]([Si:31]([CH3:42])([CH3:43])[CH3:30])=[CH:36][C:35]([C:37]([O:39][CH2:40][CH3:41])=[O:38])=[N:34]1.